From a dataset of Full USPTO retrosynthesis dataset with 1.9M reactions from patents (1976-2016). Predict the reactants needed to synthesize the given product. (1) Given the product [CH3:15][C:16]1[C:24]2[C:19](=[CH:20][CH:21]=[CH:22][CH:23]=2)[NH:18][C:17]=1[C:25]([NH:1][C@H:2]1[CH2:7][CH2:6][CH2:5][NH:4][CH2:3]1)=[O:26], predict the reactants needed to synthesize it. The reactants are: [NH2:1][C@H:2]1[CH2:7][CH2:6][CH2:5][N:4](C(OC(C)(C)C)=O)[CH2:3]1.[CH3:15][C:16]1[C:24]2[C:19](=[CH:20][CH:21]=[CH:22][CH:23]=2)[NH:18][C:17]=1[C:25](O)=[O:26].N. (2) Given the product [C:23]([O:27][C:28]([NH:30][CH2:31][C:32]1[CH:42]=[CH:41][C:35]2[N:36]=[C:37]([CH:39]=[O:40])[S:38][C:34]=2[CH:33]=1)=[O:29])([CH3:26])([CH3:24])[CH3:25], predict the reactants needed to synthesize it. The reactants are: CC(OI1(OC(C)=O)(OC(C)=O)OC(=O)C2C=CC=CC1=2)=O.[C:23]([O:27][C:28]([NH:30][CH2:31][C:32]1[CH:42]=[CH:41][C:35]2[N:36]=[C:37]([CH2:39][OH:40])[S:38][C:34]=2[CH:33]=1)=[O:29])([CH3:26])([CH3:25])[CH3:24]. (3) Given the product [CH3:25][C:24]1[N:18]([C:17]2[N:16]=[CH:15][N:14]=[C:13]3[N:9]([CH2:8][CH2:7][N:1]4[CH2:6][CH2:5][CH2:4][CH2:3][CH2:2]4)[N:10]=[CH:11][C:12]=23)[C:21]([CH3:20])=[CH:22][CH:23]=1, predict the reactants needed to synthesize it. The reactants are: [N:1]1([CH2:7][CH2:8][N:9]2[C:13]3=[N:14][CH:15]=[N:16][C:17]([NH2:18])=[C:12]3[CH:11]=[N:10]2)[CH2:6][CH2:5][CH2:4][CH2:3][CH2:2]1.Cl.[CH3:20][C:21](=O)[CH2:22][CH2:23][C:24](=O)[CH3:25]. (4) The reactants are: FC(F)(F)S(O[C:7]1[CH:16]=[C:15]2[C:10]([CH2:11][CH2:12][CH:13]([C:17]([O:19][CH3:20])=[O:18])[CH2:14]2)=[CH:9][CH:8]=1)(=O)=O.CN(C)C=O.C(=O)([O-])[O-].[Na+].[Na+].O.[Cl-].[Li+].[Cl:37][C:38]1[CH:39]=[C:40](B(O)O)[CH:41]=[CH:42][CH:43]=1. Given the product [Cl:37][C:38]1[CH:43]=[C:42]([C:7]2[CH:16]=[C:15]3[C:10]([CH2:11][CH2:12][CH:13]([C:17]([O:19][CH3:20])=[O:18])[CH2:14]3)=[CH:9][CH:8]=2)[CH:41]=[CH:40][CH:39]=1, predict the reactants needed to synthesize it. (5) Given the product [Cl:1][C:2]1[NH:10][C:9]2[C:8](=[O:14])[N:7]([CH2:26][C:27]#[N:28])[C:6](=[O:15])[N:5]([CH2:16][CH2:17][CH3:18])[C:4]=2[N:3]=1, predict the reactants needed to synthesize it. The reactants are: [Cl:1][C:2]1[N:10](CC=C)[C:9]2[C:8](=[O:14])[NH:7][C:6](=[O:15])[N:5]([CH2:16][CH2:17][CH3:18])[C:4]=2[N:3]=1.C(=O)([O-])[O-].[Cs+].[Cs+].Br[CH2:26][C:27]#[N:28].N1CCOCC1.Cl. (6) Given the product [CH:1]1([NH:4][CH2:5][C:6]2([CH2:19][CH2:20][CH2:21][OH:22])[CH2:7][CH2:8][N:9]([C:12]([O:14][C:15]([CH3:16])([CH3:17])[CH3:18])=[O:13])[CH2:10][CH2:11]2)[CH2:3][CH2:2]1, predict the reactants needed to synthesize it. The reactants are: [CH:1]1([NH:4][CH2:5][C:6]2([CH2:19][CH2:20][CH2:21][O:22][Si](C(C)(C)C)(C)C)[CH2:11][CH2:10][N:9]([C:12]([O:14][C:15]([CH3:18])([CH3:17])[CH3:16])=[O:13])[CH2:8][CH2:7]2)[CH2:3][CH2:2]1.[F-].C([N+](CCCC)(CCCC)CCCC)CCC. (7) Given the product [Cl:33][C:32]1[CH:31]=[C:30]([N:34]2[C:43]3[C:38](=[CH:39][C:40]([S:44]([NH:47][C:48]4[CH:52]=[CH:51][O:50][N:49]=4)(=[O:45])=[O:46])=[CH:41][CH:42]=3)[CH:37]=[CH:36][C:35]2=[NH:53])[C:29]([O:54][CH3:55])=[CH:28][C:27]=1[C:19]1[CH:20]=[CH:21][CH:22]=[C:17]([F:16])[CH:18]=1, predict the reactants needed to synthesize it. The reactants are: CC(N)CC1C=CC=CC=1.OP(O)(O)=O.[F:16][C:17]1[CH:18]=[C:19](B(O)O)[CH:20]=[CH:21][CH:22]=1.Br[C:27]1[C:32]([Cl:33])=[CH:31][C:30]([N:34]2[C:43]3[C:38](=[CH:39][C:40]([S:44]([NH:47][C:48]4[CH:52]=[CH:51][O:50][N:49]=4)(=[O:46])=[O:45])=[CH:41][CH:42]=3)[CH:37]=[CH:36][C:35]2=[NH:53])=[C:29]([O:54][CH3:55])[CH:28]=1.P([O-])([O-])([O-])=O.[K+].[K+].[K+].C(O)(C(F)(F)F)=O. (8) The reactants are: [I-].[CH3:2][S+](C)C.[H-].[Na+].[C:8]([C:11]1[CH:16]=[CH:15][N:14]=[CH:13][CH:12]=1)(=[O:10])[CH3:9]. Given the product [CH3:9][C:8]1([C:11]2[CH:16]=[CH:15][N:14]=[CH:13][CH:12]=2)[CH2:2][O:10]1, predict the reactants needed to synthesize it.